Dataset: Forward reaction prediction with 1.9M reactions from USPTO patents (1976-2016). Task: Predict the product of the given reaction. (1) Given the reactants [OH:1][C@@H:2]([CH2:17][N:18]1[CH2:23][CH2:22][O:21][CH2:20][CH2:19]1)[CH2:3][N:4]1[CH2:9][CH2:8][C:7]2[NH:10][C:11]([CH:14]=O)=[C:12]([CH3:13])[C:6]=2[C:5]1=[O:16].[Br:24][C:25]1[CH:26]=[C:27]2[C:31](=[CH:32][CH:33]=1)[NH:30][C:29](=[O:34])[CH2:28]2, predict the reaction product. The product is: [Br:24][C:25]1[CH:26]=[C:27]2[C:31](=[CH:32][CH:33]=1)[NH:30][C:29](=[O:34])/[C:28]/2=[CH:14]\[C:11]1[NH:10][C:7]2[CH2:8][CH2:9][N:4]([CH2:3][C@@H:2]([OH:1])[CH2:17][N:18]3[CH2:19][CH2:20][O:21][CH2:22][CH2:23]3)[C:5](=[O:16])[C:6]=2[C:12]=1[CH3:13]. (2) Given the reactants [CH:1]1([C@H:5]([NH:7][C:8]2[C:9]3[N:18]([CH2:19][C:20]4[CH:25]=[CH:24][C:23]([C:26]([F:29])([F:28])[F:27])=[CH:22][CH:21]=4)[C:17]([C:30]4[CH:31]=[C:32]([CH3:36])[CH:33]=[CH:34][CH:35]=4)=[C:16]([CH3:37])[C:10]=3[N:11]=C(C#N)[N:13]=2)[CH3:6])[CH2:4][CH2:3][CH2:2]1.[OH-:38].[Na+].[CH2:40]([OH:42])[CH3:41], predict the reaction product. The product is: [CH:1]1([C@H:5]([NH:7][C:8]2[C:9]3[N:18]([CH2:19][C:20]4[CH:25]=[CH:24][C:23]([C:26]([F:29])([F:28])[F:27])=[CH:22][CH:21]=4)[C:17]([C:30]4[CH:31]=[C:32]([CH3:36])[CH:33]=[CH:34][CH:35]=4)=[C:16]([CH3:37])[C:10]=3[N:11]=[C:41]([C:40]([OH:38])=[O:42])[N:13]=2)[CH3:6])[CH2:4][CH2:3][CH2:2]1.[C:23]([OH:42])([C:26]([F:29])([F:28])[F:27])=[O:38].